This data is from NCI-60 drug combinations with 297,098 pairs across 59 cell lines. The task is: Regression. Given two drug SMILES strings and cell line genomic features, predict the synergy score measuring deviation from expected non-interaction effect. (1) Drug 1: C1=CC(=CC=C1C#N)C(C2=CC=C(C=C2)C#N)N3C=NC=N3. Drug 2: C1=NC(=NC(=O)N1C2C(C(C(O2)CO)O)O)N. Cell line: MOLT-4. Synergy scores: CSS=17.5, Synergy_ZIP=23.9, Synergy_Bliss=27.0, Synergy_Loewe=7.14, Synergy_HSA=9.00. (2) Cell line: HL-60(TB). Drug 1: CC(C1=C(C=CC(=C1Cl)F)Cl)OC2=C(N=CC(=C2)C3=CN(N=C3)C4CCNCC4)N. Synergy scores: CSS=20.5, Synergy_ZIP=-4.65, Synergy_Bliss=-2.56, Synergy_Loewe=-19.0, Synergy_HSA=-5.30. Drug 2: C1CC(=O)NC(=O)C1N2CC3=C(C2=O)C=CC=C3N. (3) Drug 2: N.N.Cl[Pt+2]Cl. Synergy scores: CSS=67.8, Synergy_ZIP=-2.04, Synergy_Bliss=-3.64, Synergy_Loewe=-3.13, Synergy_HSA=0.399. Cell line: SR. Drug 1: CC1CCC2CC(C(=CC=CC=CC(CC(C(=O)C(C(C(=CC(C(=O)CC(OC(=O)C3CCCCN3C(=O)C(=O)C1(O2)O)C(C)CC4CCC(C(C4)OC)O)C)C)O)OC)C)C)C)OC. (4) Drug 1: CC1=C(C=C(C=C1)NC(=O)C2=CC=C(C=C2)CN3CCN(CC3)C)NC4=NC=CC(=N4)C5=CN=CC=C5. Drug 2: C1CN(CCN1C(=O)CCBr)C(=O)CCBr. Cell line: SN12C. Synergy scores: CSS=29.3, Synergy_ZIP=-1.16, Synergy_Bliss=6.39, Synergy_Loewe=3.02, Synergy_HSA=4.40. (5) Drug 1: C1C(C(OC1N2C=NC3=C(N=C(N=C32)Cl)N)CO)O. Drug 2: CCC(=C(C1=CC=CC=C1)C2=CC=C(C=C2)OCCN(C)C)C3=CC=CC=C3.C(C(=O)O)C(CC(=O)O)(C(=O)O)O. Cell line: SN12C. Synergy scores: CSS=57.5, Synergy_ZIP=0.553, Synergy_Bliss=0.299, Synergy_Loewe=-36.9, Synergy_HSA=-0.0647. (6) Drug 1: C1C(C(OC1N2C=NC3=C(N=C(N=C32)Cl)N)CO)O. Drug 2: CC1CCC2CC(C(=CC=CC=CC(CC(C(=O)C(C(C(=CC(C(=O)CC(OC(=O)C3CCCCN3C(=O)C(=O)C1(O2)O)C(C)CC4CCC(C(C4)OC)O)C)C)O)OC)C)C)C)OC. Cell line: HCT-15. Synergy scores: CSS=4.37, Synergy_ZIP=-4.09, Synergy_Bliss=-0.719, Synergy_Loewe=-13.5, Synergy_HSA=-2.96. (7) Drug 1: CS(=O)(=O)C1=CC(=C(C=C1)C(=O)NC2=CC(=C(C=C2)Cl)C3=CC=CC=N3)Cl. Drug 2: CC1CCC2CC(C(=CC=CC=CC(CC(C(=O)C(C(C(=CC(C(=O)CC(OC(=O)C3CCCCN3C(=O)C(=O)C1(O2)O)C(C)CC4CCC(C(C4)OC)O)C)C)O)OC)C)C)C)OC. Cell line: MALME-3M. Synergy scores: CSS=34.8, Synergy_ZIP=5.05, Synergy_Bliss=6.85, Synergy_Loewe=-13.0, Synergy_HSA=7.03. (8) Drug 2: C1=CC=C(C=C1)NC(=O)CCCCCCC(=O)NO. Drug 1: CCCS(=O)(=O)NC1=C(C(=C(C=C1)F)C(=O)C2=CNC3=C2C=C(C=N3)C4=CC=C(C=C4)Cl)F. Synergy scores: CSS=1.87, Synergy_ZIP=4.82, Synergy_Bliss=-3.89, Synergy_Loewe=-37.7, Synergy_HSA=-6.28. Cell line: OVCAR-4. (9) Drug 1: CCC(=C(C1=CC=CC=C1)C2=CC=C(C=C2)OCCN(C)C)C3=CC=CC=C3.C(C(=O)O)C(CC(=O)O)(C(=O)O)O. Drug 2: CCC1(C2=C(COC1=O)C(=O)N3CC4=CC5=C(C=CC(=C5CN(C)C)O)N=C4C3=C2)O.Cl. Cell line: UACC62. Synergy scores: CSS=55.4, Synergy_ZIP=2.95, Synergy_Bliss=1.38, Synergy_Loewe=-22.4, Synergy_HSA=3.82.